This data is from Forward reaction prediction with 1.9M reactions from USPTO patents (1976-2016). The task is: Predict the product of the given reaction. Given the reactants Cl[C:2]1[N:7]=[C:6]([O:8][CH3:9])[C:5]([O:10][CH3:11])=[CH:4][N:3]=1.[C:12]([C:14]1[CH:15]=[C:16](B(O)O)[CH:17]=[CH:18][CH:19]=1)#[N:13].C([O-])([O-])=O.[Na+].[Na+], predict the reaction product. The product is: [CH3:9][O:8][C:6]1[C:5]([O:10][CH3:11])=[CH:4][N:3]=[C:2]([C:18]2[CH:19]=[C:14]([CH:15]=[CH:16][CH:17]=2)[C:12]#[N:13])[N:7]=1.